Predict the reactants needed to synthesize the given product. From a dataset of Full USPTO retrosynthesis dataset with 1.9M reactions from patents (1976-2016). (1) The reactants are: COC(OC)C1C=CC(C2C(C3C=CC(F)=CC=3)[C:18](=O)[C:17]3[C:16]([C:28]([O:30]C)=O)=[CH:15][CH:14]=[CH:13][C:12]=3[NH:11]2)=CC=1.CO[CH:36]([O:66]C)[C:37]1[CH:42]=[CH:41][C:40]([CH:43]2[CH:52]([C:53]3[CH:58]=[CH:57][C:56]([F:59])=[CH:55][CH:54]=3)[C:51](=O)[C:50]3[C:49]([C:61]([O:63]CC)=O)=[CH:48][CH:47]=[CH:46][C:45]=3[NH:44]2)=[CH:39][CH:38]=1.FC1[CH:74]=[CH:73][C:72]([CH:75]2[CH:84]([C:85]3[CH:90]=[CH:89][C:88]([F:91])=[CH:87][CH:86]=3)C(=O)C3C(C(OC)=O)=CC=CC=3N2)=[CH:71]C=1.O.[NH2:98][NH2:99].F[C:101]([F:106])(F)[C:102](O)=O.C(=O)([O-])[O-].[K+].[K+]. Given the product [F:59][C:56]1[CH:57]=[CH:58][C:53]([CH:52]2[C:51]3=[N:98][NH:99][C:61](=[O:63])[C:49]4[CH:48]=[CH:47][CH:46]=[C:45]([C:50]=43)[NH:44][CH:43]2[C:40]2[CH:41]=[CH:42][C:37]([CH:36]=[O:66])=[CH:38][CH:39]=2)=[CH:54][CH:55]=1.[F:91][C:88]1[CH:89]=[CH:90][C:85]([CH:84]2[NH:11][C:12]3[C:17]4[C:18](=[N:98][NH:99][C:28](=[O:30])[C:16]=4[CH:15]=[CH:14][CH:13]=3)[CH:75]2[C:72]2[CH:73]=[CH:74][C:101]([F:106])=[CH:102][CH:71]=2)=[CH:86][CH:87]=1, predict the reactants needed to synthesize it. (2) Given the product [F:1][C:2]([F:26])([F:27])[C:3]1[CH:4]=[C:5]([NH:9][C:10](=[O:25])[C:11](=[CH:28][C:30]2[NH:31][CH:32]=[N:33][CH:34]=2)[C:12]([NH:14][C:15]2[CH:20]=[CH:19][CH:18]=[C:17]([C:21]([F:24])([F:23])[F:22])[CH:16]=2)=[O:13])[CH:6]=[CH:7][CH:8]=1, predict the reactants needed to synthesize it. The reactants are: [F:1][C:2]([F:27])([F:26])[C:3]1[CH:4]=[C:5]([NH:9][C:10](=[O:25])[CH2:11][C:12]([NH:14][C:15]2[CH:20]=[CH:19][CH:18]=[C:17]([C:21]([F:24])([F:23])[F:22])[CH:16]=2)=[O:13])[CH:6]=[CH:7][CH:8]=1.[CH:28]([C:30]1[N:31]=[CH:32][NH:33][CH:34]=1)=O.